From a dataset of Full USPTO retrosynthesis dataset with 1.9M reactions from patents (1976-2016). Predict the reactants needed to synthesize the given product. (1) Given the product [C:30]1([C:2]2[CH:7]=[C:6]([CH2:8][S:9]([N:12]3[CH2:17][C@H:16]([CH3:18])[NH:15][C@H:14]([CH3:19])[CH2:13]3)(=[O:11])=[O:10])[CH:5]=[CH:4][C:3]=2[NH2:20])[CH2:35][CH2:34][CH2:33][CH2:32][CH:31]=1, predict the reactants needed to synthesize it. The reactants are: Br[C:2]1[CH:7]=[C:6]([CH2:8][S:9]([N:12]2[CH2:17][C@H:16]([CH3:18])[NH:15][C@H:14]([CH3:19])[CH2:13]2)(=[O:11])=[O:10])[CH:5]=[CH:4][C:3]=1[NH2:20].CCO.C([O-])([O-])=O.[Na+].[Na+].[C:30]1(B(O)O)[CH2:35][CH2:34][CH2:33][CH2:32][CH:31]=1. (2) Given the product [CH3:1][CH2:2][C@H:3]1[O:18][C:16](=[O:17])[C@H:15]([CH3:19])[C@@H:14]([O:20][C@@H:21]2[O:26][C@@H:25]([CH3:27])[C@H:24]([OH:28])[C@@:23]([O:30][CH3:31])([CH3:29])[CH2:22]2)[C@H:13]([CH3:32])[C@@H:12]([O:33][C@@H:34]2[O:39][C@H:38]([CH3:40])[CH2:37][C@H:36]([N:41]([CH3:42])[CH3:43])[C@H:35]2[OH:44])[C@:11]2([CH3:45])[O:8][C:7](=[C:9]([CH3:47])[CH2:10]2)[C@H:6]([CH3:48])[C@@H:5]([OH:49])[C@@:4]1([OH:51])[CH3:50], predict the reactants needed to synthesize it. The reactants are: [CH3:1][CH2:2][C@H:3]1[O:18][C:16](=[O:17])[C@H:15]([CH3:19])[C@@H:14]([O:20][C@@H:21]2[O:26][C@@H:25]([CH3:27])[C@H:24]([OH:28])[C@@:23]([O:30][CH3:31])([CH3:29])[CH2:22]2)[C@H:13]([CH3:32])[C@@H:12]([O:33][C@@H:34]2[O:39][C@H:38]([CH3:40])[CH2:37][C@H:36]([N:41]([CH3:43])[CH3:42])[C@H:35]2[OH:44])[C@@:11](O)([CH3:45])[CH2:10][C@@H:9]([CH3:47])[C:7](=[O:8])[C@H:6]([CH3:48])[C@@H:5]([OH:49])[C@@:4]1([OH:51])[CH3:50]. (3) Given the product [C:1]12([C:11]3[CH:12]=[C:13]([C:18]4[CH:23]=[C:22]([CH:24]=[C:38]5[S:32][C:33]([N:39]6[CH2:44][CH2:43][O:42][CH2:41][CH2:40]6)=[N:35][C:36]5=[O:37])[CH:21]=[C:20]([C:26]5[CH:27]=[CH:28][CH:29]=[CH:30][CH:31]=5)[CH:19]=4)[CH:14]=[CH:15][C:16]=3[OH:17])[CH2:8][CH:7]3[CH2:9][CH:3]([CH2:4][CH:5]([CH2:6]3)[CH2:10]1)[CH2:2]2, predict the reactants needed to synthesize it. The reactants are: [C:1]12([C:11]3[CH:12]=[C:13]([C:18]4[CH:23]=[C:22]([CH:24]=O)[CH:21]=[C:20]([C:26]5[CH:31]=[CH:30][CH:29]=[CH:28][CH:27]=5)[CH:19]=4)[CH:14]=[CH:15][C:16]=3[OH:17])[CH2:10][CH:5]3[CH2:6][CH:7]([CH2:9][CH:3]([CH2:4]3)[CH2:2]1)[CH2:8]2.[S:32]1[CH2:38][C:36](=[O:37])[NH:35][C:33]1=S.[NH:39]1[CH2:44][CH2:43][O:42][CH2:41][CH2:40]1. (4) Given the product [F:24][C:21]1[CH:22]=[CH:23][C:18]([N:7]2[CH:8]=[C:9]([C:11]3[CH:16]=[CH:15][C:14]([F:17])=[CH:13][CH:12]=3)[N:10]=[C:6]2[CH2:5][C:4]([N:37]2[CH2:38][CH2:39][N:34]([C:30]3[CH:29]=[C:28]([O:27][CH3:26])[CH:33]=[CH:32][N:31]=3)[CH2:35][CH2:36]2)=[O:25])=[CH:19][CH:20]=1, predict the reactants needed to synthesize it. The reactants are: C(O[C:4](=[O:25])[CH2:5][C:6]1[N:7]([C:18]2[CH:23]=[CH:22][C:21]([F:24])=[CH:20][CH:19]=2)[CH:8]=[C:9]([C:11]2[CH:16]=[CH:15][C:14]([F:17])=[CH:13][CH:12]=2)[N:10]=1)C.[CH3:26][O:27][C:28]1[CH:33]=[CH:32][N:31]=[C:30]([N:34]2[CH2:39][CH2:38][NH:37][CH2:36][CH2:35]2)[CH:29]=1.O.